Dataset: Reaction yield outcomes from USPTO patents with 853,638 reactions. Task: Predict the reaction yield, written as a fraction of the theoretical maximum amount of product (1.0 means a 100% yield; for example, 0.34 means a 34% yield). (1) The reactants are Cl.[N:2]12[CH2:9][CH2:8][CH:5]([CH2:6][CH2:7]1)[C:4](=[O:10])[CH2:3]2.[OH-].[K+].[N:13]1[CH:18]=[CH:17][CH:16]=[C:15]([CH:19]=O)[CH:14]=1. The catalyst is CO. The product is [N:13]1[CH:18]=[CH:17][CH:16]=[C:15]([CH:19]=[C:3]2[C:4](=[O:10])[CH:5]3[CH2:8][CH2:9][N:2]2[CH2:7][CH2:6]3)[CH:14]=1. The yield is 0.893. (2) The reactants are [O:1]=[C:2]1[N:7]([CH2:8][C:9]([OH:11])=O)[N:6]=[N:5][C:4]2[CH:12]=[CH:13][C:14]([C:16]([F:19])([F:18])[F:17])=[CH:15][C:3]1=2.[C:20]1([CH3:29])[CH:25]=[CH:24][C:23]([C@@H:26]([NH2:28])[CH3:27])=[CH:22][CH:21]=1. The yield is 0.590. The product is [O:1]=[C:2]1[N:7]([CH2:8][C:9]([NH:28][C@H:26]([C:23]2[CH:24]=[CH:25][C:20]([CH3:29])=[CH:21][CH:22]=2)[CH3:27])=[O:11])[N:6]=[N:5][C:4]2[CH:12]=[CH:13][C:14]([C:16]([F:19])([F:18])[F:17])=[CH:15][C:3]1=2. No catalyst specified. (3) The reactants are [O:1]1[C:5]2([CH2:10][CH2:9][CH:8]([C:11]3[S:19][C:18]4[C:13](=[N:14][CH:15]=[CH:16][C:17]=4[O:20][C:21]4[CH:27]=[CH:26][C:24]([NH2:25])=[CH:23][C:22]=4[F:28])[CH:12]=3)[CH2:7][CH2:6]2)[O:4][CH2:3][CH2:2]1.[F:29][C:30]1[CH:35]=[CH:34][C:33]([N:36]2[C:41](=[O:42])[C:40]([C:43](O)=[O:44])=[CH:39][CH:38]=[N:37]2)=[CH:32][CH:31]=1.Cl.C(N=C=NCCCN(C)C)C.N1(O)C2C=CC=CC=2N=N1.C(N(C(C)C)C(C)C)C. The catalyst is CN(C=O)C. The product is [O:4]1[C:5]2([CH2:10][CH2:9][CH:8]([C:11]3[S:19][C:18]4[C:13](=[N:14][CH:15]=[CH:16][C:17]=4[O:20][C:21]4[CH:27]=[CH:26][C:24]([NH:25][C:43]([C:40]5[C:41](=[O:42])[N:36]([C:33]6[CH:34]=[CH:35][C:30]([F:29])=[CH:31][CH:32]=6)[N:37]=[CH:38][CH:39]=5)=[O:44])=[CH:23][C:22]=4[F:28])[CH:12]=3)[CH2:7][CH2:6]2)[O:1][CH2:2][CH2:3]1. The yield is 0.675. (4) The reactants are [Br:1]Br.[CH3:3][C:4]1([CH3:16])[C:8](=[O:9])[C:7]2[CH:10]=[CH:11][C:12]([CH3:15])=[C:13]([CH3:14])[C:6]=2[O:5]1.S([O-])([O-])=O.[Na+].[Na+]. The catalyst is C(O)(=O)C. The product is [Br:1][C:11]1[C:12]([CH3:15])=[C:13]([CH3:14])[C:6]2[O:5][C:4]([CH3:16])([CH3:3])[C:8](=[O:9])[C:7]=2[CH:10]=1. The yield is 0.880. (5) The reactants are [C:1]1([N:7]2[C:19]3[CH:18]=[CH:17][CH:16]=[CH:15][C:14]=3[C:13]3[C:8]2=[CH:9][CH:10]=[CH:11][CH:12]=3)[CH:6]=[CH:5][CH:4]=[CH:3][CH:2]=1.[Br:20]N1C(=O)CCC1=O. The catalyst is C(O)(=O)C. The product is [Br:20][C:16]1[CH:17]=[CH:18][C:19]2[N:7]([C:1]3[CH:2]=[CH:3][CH:4]=[CH:5][CH:6]=3)[C:8]3[C:13]([C:14]=2[CH:15]=1)=[CH:12][CH:11]=[CH:10][CH:9]=3. The yield is 0.880. (6) The reactants are C([SiH2][O:6][C:7](C)(C)[C:8]1[CH:13]=[CH:12][C:11]([C:14]#[C:15][C:16]2[CH:21]=[CH:20][C:19]([CH2:22][C:23]([O:25][CH3:26])=[O:24])=[CH:18][CH:17]=2)=[CH:10][C:9]=1[CH:27]([CH3:29])[CH3:28])(C)(C)C.[F-].C([N+](CCCC)(CCCC)CCCC)CCC. The catalyst is C1COCC1. The product is [OH:6][CH2:7][C:8]1[CH:13]=[CH:12][C:11]([C:14]#[C:15][C:16]2[CH:21]=[CH:20][C:19]([CH2:22][C:23]([O:25][CH3:26])=[O:24])=[CH:18][CH:17]=2)=[CH:10][C:9]=1[CH:27]([CH3:29])[CH3:28]. The yield is 0.850. (7) The reactants are [F:1][C:2]([F:18])([F:17])[C:3]1[CH:4]=[C:5]([CH2:13][CH2:14][CH2:15]O)[CH:6]=[C:7]([C:9]([F:12])([F:11])[F:10])[CH:8]=1.C(Br)(Br)(Br)[Br:20].C1(P(C2C=CC=CC=2)C2C=CC=CC=2)C=CC=CC=1. The catalyst is C(Cl)Cl.CCCCC.C([O-])(O)=O.[Na+]. The product is [F:1][C:2]([F:18])([F:17])[C:3]1[CH:4]=[C:5]([CH2:13][CH2:14][CH2:15][Br:20])[CH:6]=[C:7]([C:9]([F:12])([F:11])[F:10])[CH:8]=1. The yield is 0.740. (8) The reactants are [C:1]([CH2:3][C:4]1[CH:5]=[C:6]([CH:11]=[CH:12][CH:13]=1)[C:7]([O:9][CH3:10])=[O:8])#[N:2].[H-].[Na+].Br[CH2:17][CH2:18]Br. The catalyst is CS(C)=O.O. The product is [C:1]([C:3]1([C:4]2[CH:5]=[C:6]([CH:11]=[CH:12][CH:13]=2)[C:7]([O:9][CH3:10])=[O:8])[CH2:18][CH2:17]1)#[N:2]. The yield is 0.760. (9) The reactants are C[O:2][C:3](=[O:36])[C@@H:4]([NH:14][C:15]([C:17]1[C:18]([CH3:35])=[N:19][C:20]([O:24][CH2:25][CH2:26][CH2:27][C:28]2[CH:33]=[CH:32][CH:31]=[C:30]([OH:34])[CH:29]=2)=[N:21][C:22]=1[CH3:23])=[O:16])[CH2:5][NH:6][C:7]([C:9]1[S:10][CH:11]=[CH:12][CH:13]=1)=[O:8].O. The catalyst is CO. The product is [OH:34][C:30]1[CH:29]=[C:28]([CH2:27][CH2:26][CH2:25][O:24][C:20]2[N:19]=[C:18]([CH3:35])[C:17]([C:15]([NH:14][C@@H:4]([CH2:5][NH:6][C:7]([C:9]3[S:10][CH:11]=[CH:12][CH:13]=3)=[O:8])[C:3]([OH:36])=[O:2])=[O:16])=[C:22]([CH3:23])[N:21]=2)[CH:33]=[CH:32][CH:31]=1. The yield is 0.650.